Dataset: Forward reaction prediction with 1.9M reactions from USPTO patents (1976-2016). Task: Predict the product of the given reaction. (1) The product is: [Cl:5][C:6]1[CH:14]=[CH:13][C:12]([N+:15]([O-:17])=[O:16])=[CH:11][C:7]=1[C:8]([C:19]1[NH:18][CH:22]=[CH:21][CH:20]=1)=[O:9]. Given the reactants [Cl-].[Al+3].[Cl-].[Cl-].[Cl:5][C:6]1[CH:14]=[CH:13][C:12]([N+:15]([O-:17])=[O:16])=[CH:11][C:7]=1[C:8](Cl)=[O:9].[NH:18]1[CH:22]=[CH:21][CH:20]=[CH:19]1, predict the reaction product. (2) Given the reactants [CH3:1][S:2]([NH:5][CH2:6][C:7]1[CH:12]=[CH:11][C:10]([CH:13]([CH3:17])[C:14]([OH:16])=O)=[CH:9][CH:8]=1)(=[O:4])=[O:3].[Cl:18][C:19]1[CH:20]=[C:21]([N:25]2[C:29]([CH2:30][NH2:31])=[CH:28][C:27]([C:32]([F:35])([F:34])[F:33])=[N:26]2)[CH:22]=[CH:23][CH:24]=1.C(Cl)CCl.C1C=CC2N(O)N=NC=2C=1.C(N(CC)CC)C, predict the reaction product. The product is: [Cl:18][C:19]1[CH:20]=[C:21]([N:25]2[C:29]([CH2:30][NH:31][C:14](=[O:16])[CH:13]([C:10]3[CH:9]=[CH:8][C:7]([CH2:6][NH:5][S:2]([CH3:1])(=[O:3])=[O:4])=[CH:12][CH:11]=3)[CH3:17])=[CH:28][C:27]([C:32]([F:33])([F:34])[F:35])=[N:26]2)[CH:22]=[CH:23][CH:24]=1.